Dataset: Full USPTO retrosynthesis dataset with 1.9M reactions from patents (1976-2016). Task: Predict the reactants needed to synthesize the given product. (1) Given the product [OH:10][CH:3]([C:4]1[CH:9]=[CH:8][CH:7]=[CH:6][CH:5]=1)[CH:12]([CH3:23])[C:13](=[O:22])[C:14]([CH3:20])([CH3:21])[CH:15]([O:16][CH3:17])[O:18][CH3:19], predict the reactants needed to synthesize it. The reactants are: [Li+].[I-].[CH:3](=[O:10])[C:4]1[CH:9]=[CH:8][CH:7]=[CH:6][CH:5]=1.Br[CH:12]([CH3:23])[C:13](=[O:22])[C:14]([CH3:21])([CH3:20])[CH:15]([O:18][CH3:19])[O:16][CH3:17]. (2) Given the product [CH3:21][O:22][C:23](=[O:24])[NH:25][C@H:26]([C:27]([N:13]1[CH2:14][C@@H:15]([CH3:17])[CH2:16][C@H:12]1[C:10]1[NH:11][C:7]2[CH:6]=[CH:5][C:4]3[C:18](=[CH:19][CH:20]=[C:2]([Br:1])[CH:3]=3)[C:8]=2[N:9]=1)=[O:28])[CH:30]([CH3:32])[CH3:31], predict the reactants needed to synthesize it. The reactants are: [Br:1][C:2]1[CH:3]=[C:4]2[C:18](=[CH:19][CH:20]=1)[C:8]1[N:9]=[C:10]([C@@H:12]3[CH2:16][C@H:15]([CH3:17])[CH2:14][NH:13]3)[NH:11][C:7]=1[CH:6]=[CH:5]2.[CH3:21][O:22][C:23]([NH:25][C@@H:26]([CH:30]([CH3:32])[CH3:31])[C:27](O)=[O:28])=[O:24].CCN(C(C)C)C(C)C.CN(C(ON1N=NC2C=CC=NC1=2)=[N+](C)C)C.F[P-](F)(F)(F)(F)F. (3) Given the product [Cl:6][C:7]1[C:15]2[N:14]=[C:13]3[N:16]([C:20]4[C:25]([CH3:26])=[CH:24][C:23]([Cl:27])=[CH:22][C:21]=4[Cl:28])[CH2:17][CH2:18][CH2:19][N:12]3[C:11]=2[C:10]([CH:29]([OH:30])[CH2:1][CH2:2][CH3:3])=[CH:9][CH:8]=1, predict the reactants needed to synthesize it. The reactants are: [CH2:1]([Mg]Br)[CH2:2][CH3:3].[Cl:6][C:7]1[CH:8]=[CH:9][C:10]([CH:29]=[O:30])=[C:11]2[C:15]=1[N:14]=[C:13]1[N:16]([C:20]3[C:25]([CH3:26])=[CH:24][C:23]([Cl:27])=[CH:22][C:21]=3[Cl:28])[CH2:17][CH2:18][CH2:19][N:12]21. (4) Given the product [N:1]1([C:5]([C:7]2[CH:36]=[CH:35][C:10]([O:11][C:12]3[CH:13]=[C:14]([C:24]4[NH:28][C:27]([C:29]5[O:30][CH2:33][CH2:32][N:31]=5)=[CH:26][CH:25]=4)[CH:15]=[C:16]([O:18][C@@H:19]([CH3:23])[CH2:20][O:21][CH3:22])[CH:17]=3)=[C:9]([F:37])[CH:8]=2)=[O:6])[CH2:4][CH2:3][CH2:2]1, predict the reactants needed to synthesize it. The reactants are: [N:1]1([C:5]([C:7]2[CH:36]=[CH:35][C:10]([O:11][C:12]3[CH:13]=[C:14]([C:24]4[NH:28][C:27]([C:29]([NH:31][CH2:32][CH2:33]Cl)=[O:30])=[CH:26][CH:25]=4)[CH:15]=[C:16]([O:18][C@@H:19]([CH3:23])[CH2:20][O:21][CH3:22])[CH:17]=3)=[C:9]([F:37])[CH:8]=2)=[O:6])[CH2:4][CH2:3][CH2:2]1.[H-].[Na+].C(=O)([O-])O.[Na+]. (5) Given the product [NH2:13][C:11]([C:8]1[CH:9]=[CH:10][C:2]([NH:1][CH:25]2[CH2:26][CH2:21][CH2:22][N:23]([C:27]([O:29][C:30]([CH3:33])([CH3:32])[CH3:31])=[O:28])[CH2:24]2)=[C:3]2[C:7]=1[NH:6][C:5]([C:14]1[CH:15]=[CH:16][CH:17]=[CH:18][CH:19]=1)=[CH:4]2)=[O:12], predict the reactants needed to synthesize it. The reactants are: [NH2:1][C:2]1[CH:10]=[CH:9][C:8]([C:11]([NH2:13])=[O:12])=[C:7]2[C:3]=1[CH:4]=[C:5]([C:14]1[CH:19]=[CH:18][CH:17]=[CH:16][CH:15]=1)[NH:6]2.O=[C:21]1[CH2:26][CH2:25][CH2:24][N:23]([C:27]([O:29][C:30]([CH3:33])([CH3:32])[CH3:31])=[O:28])[CH2:22]1.[O-]S([O-])(=O)=O.[Na+].[Na+].C(O[BH-](OC(=O)C)OC(=O)C)(=O)C.[Na+]. (6) Given the product [OH:20][C:19]1[N:1]=[C:2]2[N:6]([CH2:7][CH2:8][C:9]3[CH:10]=[CH:11][CH:12]=[CH:13][CH:14]=3)[N:5]=[CH:4][C:3]2=[C:15]([OH:17])[N:18]=1, predict the reactants needed to synthesize it. The reactants are: [NH2:1][C:2]1[N:6]([CH2:7][CH2:8][C:9]2[CH:14]=[CH:13][CH:12]=[CH:11][CH:10]=2)[N:5]=[CH:4][C:3]=1[C:15]([OH:17])=O.[NH2:18][C:19](N)=[O:20].